Dataset: Full USPTO retrosynthesis dataset with 1.9M reactions from patents (1976-2016). Task: Predict the reactants needed to synthesize the given product. Given the product [NH2:16][C:9]1[CH:8]=[C:3]([C:4]([O:6][CH3:7])=[O:5])[C:2]([F:1])=[CH:11][C:10]=1[C:12]([O:14][CH3:15])=[O:13], predict the reactants needed to synthesize it. The reactants are: [F:1][C:2]1[CH:11]=[C:10]([C:12]([O:14][CH3:15])=[O:13])[C:9]([N+:16]([O-])=O)=[CH:8][C:3]=1[C:4]([O:6][CH3:7])=[O:5].C(O)(=O)C.